From a dataset of Forward reaction prediction with 1.9M reactions from USPTO patents (1976-2016). Predict the product of the given reaction. (1) Given the reactants Cl[C:2]1[N:7]=[C:6]([NH:8][C:9]2[N:14]=[CH:13][C:12]3[N:15]=[C:16]([CH3:21])[N:17]([CH:18]([CH3:20])[CH3:19])[C:11]=3[CH:10]=2)[CH:5]=[CH:4][N:3]=1.[N:22]1[CH:27]=[CH:26][CH:25]=[C:24](B(O)O)[CH:23]=1.ClCCl.C(=O)([O-])[O-].[Na+].[Na+].Cl, predict the reaction product. The product is: [CH:18]([N:17]1[C:11]2[CH:10]=[C:9]([NH:8][C:6]3[CH:5]=[CH:4][N:3]=[C:2]([C:24]4[CH:23]=[N:22][CH:27]=[CH:26][CH:25]=4)[N:7]=3)[N:14]=[CH:13][C:12]=2[N:15]=[C:16]1[CH3:21])([CH3:20])[CH3:19]. (2) The product is: [Cl:1][C:2]1([C:31]2[CH:30]=[CH:26][CH:25]=[C:24]([C:23]([O:34][CH3:35])=[O:33])[CH:32]=2)[CH:7]=[CH:6][C:5]([N:8]([C:12]2[CH:17]=[CH:16][CH:15]=[CH:14][C:13]=2[C:18]([F:21])([F:20])[F:19])[C:9](=[O:11])[NH2:10])=[C:4]([NH:67][C:69]([OH:70])=[O:45])[CH2:3]1. Given the reactants [Cl:1][C:2]1(N)[CH:7]=[CH:6][C:5]([N:8]([C:12]2[CH:17]=[CH:16][CH:15]=[CH:14][C:13]=2[C:18]([F:21])([F:20])[F:19])[C:9](=[O:11])[NH2:10])=[CH:4][CH2:3]1.[C:23]([O:34][CH3:35])(=[O:33])[C:24]1[CH:32]=[CH:31][CH:30]=[C:26](C([O-])=O)[CH:25]=1.C1C=CC2N([OH:45])N=NC=2C=1.O.CN1CCOCC1.CCN=C=NCCCN(C)C.Cl.C[N:67]([CH:69]=[O:70])C, predict the reaction product. (3) The product is: [F:29][CH:2]([F:1])[O:3][C:4]1[C:9]([C:10]2[CH:15]=[CH:14][C:13]([C@H:16]([NH2:18])[CH3:17])=[CH:12][CH:11]=2)=[CH:8][CH:7]=[CH:6][N:5]=1. Given the reactants [F:1][CH:2]([F:29])[O:3][C:4]1[C:9]([C:10]2[CH:15]=[CH:14][C:13]([C@H:16]([N:18]3C(=O)C4C(=CC=CC=4)C3=O)[CH3:17])=[CH:12][CH:11]=2)=[CH:8][CH:7]=[CH:6][N:5]=1.O.NN, predict the reaction product. (4) Given the reactants [CH:1]([N:4]1[C:12]2[C:7](=[CH:8][C:9]([NH:22][C:23]([C:25]3[CH:30]=[C:29]([CH3:31])[C:28](=[O:32])[N:27]([CH3:33])[CH:26]=3)=O)=[C:10]([NH:13][C@H:14]([C:16]3[CH:21]=[CH:20][CH:19]=[CH:18][CH:17]=3)[CH3:15])[CH:11]=2)[C:6]([CH3:35])([CH3:34])[C:5]1=[O:36])([CH3:3])[CH3:2], predict the reaction product. The product is: [CH3:33][N:27]1[C:28](=[O:32])[C:29]([CH3:31])=[CH:30][C:25]([C:23]2[N:13]([C@H:14]([C:16]3[CH:17]=[CH:18][CH:19]=[CH:20][CH:21]=3)[CH3:15])[C:10]3[C:9]([N:22]=2)=[CH:8][C:7]2[C:6]([CH3:35])([CH3:34])[C:5](=[O:36])[N:4]([CH:1]([CH3:3])[CH3:2])[C:12]=2[CH:11]=3)=[CH:26]1. (5) The product is: [CH2:21]([O:20][C:15]1[CH:14]=[C:13]([NH:12][C:10]([NH2:9])=[S:11])[CH:18]=[C:17]([Br:19])[CH:16]=1)[C:22]1[CH:23]=[CH:24][CH:25]=[CH:26][CH:27]=1. Given the reactants C([NH:9][C:10]([NH:12][C:13]1[CH:18]=[C:17]([Br:19])[CH:16]=[C:15]([O:20][CH2:21][C:22]2[CH:27]=[CH:26][CH:25]=[CH:24][CH:23]=2)[CH:14]=1)=[S:11])(=O)C1C=CC=CC=1.[OH-].[Na+], predict the reaction product. (6) Given the reactants [OH:1][C:2]1[CH:3]=[C:4](/[CH:10]=[CH:11]/[C:12]([NH:14][C:15]2[CH:23]=[CH:22][CH:21]=[CH:20][C:16]=2[C:17]([OH:19])=[O:18])=O)[CH:5]=[CH:6][C:7]=1[O:8][CH3:9].[C:24](OC(=O)C)(=[O:26])[CH3:25], predict the reaction product. The product is: [C:24]([O:1][C:2]1[CH:3]=[C:4]([CH:5]=[CH:6][C:7]=1[O:8][CH3:9])/[CH:10]=[CH:11]/[C:12]1[O:19][C:17](=[O:18])[C:16]2[CH:20]=[CH:21][CH:22]=[CH:23][C:15]=2[N:14]=1)(=[O:26])[CH3:25]. (7) Given the reactants [O:1]1[CH2:6][CH2:5][N:4]([CH2:7][CH2:8][NH:9][C:10]2[C:15]([F:16])=[CH:14][CH:13]=[CH:12][C:11]=2[CH:17]2[N:21]([CH2:22][CH2:23][C:24]([CH3:27])([CH3:26])[CH3:25])[C:20](=[O:28])[CH:19]([CH2:29][C:30]([OH:32])=O)[S:18]2)[CH2:3][CH2:2]1.[CH2:33](Cl)[CH2:34]Cl.[CH:37]1[CH:38]=[CH:39][C:40]2N(O)N=[N:43][C:41]=2[CH:42]=1.CCO[C:50]([CH3:52])=O, predict the reaction product. The product is: [O:1]1[CH2:2][CH2:3][N:4]([CH2:7][CH2:8][NH:9][C:10]2[C:15]([F:16])=[CH:14][CH:13]=[CH:12][C:11]=2[CH:17]2[N:21]([CH2:22][CH2:23][C:24]([CH3:25])([CH3:27])[CH3:26])[C:20](=[O:28])[C@H:19]([CH2:29][C:30]([N:9]3[CH2:52][CH2:50][CH:12]([N:43]4[CH2:41][CH2:40][C:39]5[CH:38]=[CH:37][CH:42]=[CH:33][C:34]=5[NH:21][C:20]4=[O:28])[CH2:11][CH2:10]3)=[O:32])[S:18]2)[CH2:5][CH2:6]1. (8) Given the reactants N#N.[C:3]1([Ge:9]([C:17]2[CH:22]=[CH:21][CH:20]=[CH:19][CH:18]=2)([C:11]2[CH:16]=[CH:15][CH:14]=[CH:13][CH:12]=2)Cl)[CH:8]=[CH:7][CH:6]=[CH:5][CH:4]=1.[CH2:23]([Mg]Br)[CH:24]=[CH2:25], predict the reaction product. The product is: [CH2:25]([Ge:9]([C:17]1[CH:22]=[CH:21][CH:20]=[CH:19][CH:18]=1)([C:11]1[CH:16]=[CH:15][CH:14]=[CH:13][CH:12]=1)[C:3]1[CH:8]=[CH:7][CH:6]=[CH:5][CH:4]=1)[CH:24]=[CH2:23]. (9) Given the reactants [CH3:1][NH:2][C:3]1[C:4]([NH2:12])=[CH:5][C:6]([N+:9]([O-:11])=[O:10])=[CH:7][CH:8]=1.[C:13]([N:17]=[C:18]=S)([CH3:16])([CH3:15])[CH3:14], predict the reaction product. The product is: [C:13]([NH:17][C:18]1[N:2]([CH3:1])[C:3]2[CH:8]=[CH:7][C:6]([N+:9]([O-:11])=[O:10])=[CH:5][C:4]=2[N:12]=1)([CH3:16])([CH3:15])[CH3:14]. (10) Given the reactants [CH2:1]([N:3]1[C:12]2[C:7](=[C:8]([OH:14])[C:9]([OH:13])=[CH:10][CH:11]=2)[C:6](=[O:15])[C:5]([C:16]([O:18][CH2:19][CH3:20])=[O:17])=[CH:4]1)[CH3:2].C(=O)([O-])[O-].[K+].[K+].[CH3:27][O:28][C:29]1[CH:36]=[CH:35][C:32]([CH2:33]Cl)=[CH:31][CH:30]=1, predict the reaction product. The product is: [CH2:1]([N:3]1[C:12]2[C:7](=[C:8]([OH:14])[C:9]([O:13][CH2:33][C:32]3[CH:35]=[CH:36][C:29]([O:28][CH3:27])=[CH:30][CH:31]=3)=[CH:10][CH:11]=2)[C:6](=[O:15])[C:5]([C:16]([O:18][CH2:19][CH3:20])=[O:17])=[CH:4]1)[CH3:2].